Dataset: Catalyst prediction with 721,799 reactions and 888 catalyst types from USPTO. Task: Predict which catalyst facilitates the given reaction. (1) Reactant: [Cl-].O[NH3+:3].[C:4](=[O:7])([O-])[OH:5].[Na+].CS(C)=O.[OH:13][C:14]([CH3:52])([CH3:51])[C:15]([CH3:50])([CH3:49])[O:16][C:17]1[CH:22]=[CH:21][C:20]([N:23]2[C:28](=[O:29])[C:27]([CH2:30][C:31]3[CH:36]=[CH:35][C:34]([C:37]4[C:38]([C:43]#[N:44])=[CH:39][CH:40]=[CH:41][CH:42]=4)=[CH:33][CH:32]=3)=[C:26]([CH2:45][CH2:46][CH3:47])[N:25]=[C:24]2[CH3:48])=[CH:19][CH:18]=1. Product: [OH:13][C:14]([CH3:51])([CH3:52])[C:15]([CH3:50])([CH3:49])[O:16][C:17]1[CH:22]=[CH:21][C:20]([N:23]2[C:28](=[O:29])[C:27]([CH2:30][C:31]3[CH:36]=[CH:35][C:34]([C:37]4[CH:42]=[CH:41][CH:40]=[CH:39][C:38]=4[C:43]4[NH:3][C:4](=[O:7])[O:5][N:44]=4)=[CH:33][CH:32]=3)=[C:26]([CH2:45][CH2:46][CH3:47])[N:25]=[C:24]2[CH3:48])=[CH:19][CH:18]=1. The catalyst class is: 69. (2) Reactant: [NH:1]([C:11]([O:13][CH2:14][C:15]1[CH:20]=[CH:19][CH:18]=[CH:17][CH:16]=1)=[O:12])[CH2:2][C:3]([NH:5][CH2:6][C:7]([O:9]C)=[O:8])=[O:4].[OH-].[Na+]. Product: [NH:1]([C:11]([O:13][CH2:14][C:15]1[CH:20]=[CH:19][CH:18]=[CH:17][CH:16]=1)=[O:12])[CH2:2][C:3]([NH:5][CH2:6][C:7]([OH:9])=[O:8])=[O:4]. The catalyst class is: 1. (3) Reactant: [NH:1]1[CH2:6][CH2:5][CH:4]([CH2:7][OH:8])[CH2:3][CH2:2]1.CCN(C(C)C)C(C)C.[C:18](O[C:18]([O:20][C:21]([CH3:24])([CH3:23])[CH3:22])=[O:19])([O:20][C:21]([CH3:24])([CH3:23])[CH3:22])=[O:19]. Product: [OH:8][CH2:7][CH:4]1[CH2:5][CH2:6][N:1]([C:18]([O:20][C:21]([CH3:24])([CH3:23])[CH3:22])=[O:19])[CH2:2][CH2:3]1. The catalyst class is: 2. (4) Reactant: [O:1]([CH2:8][CH2:9][CH2:10][CH2:11][CH2:12][CH2:13][CH2:14][CH2:15][CH2:16][CH2:17]C(Cl)=O)[C:2]1[CH:7]=[CH:6][CH:5]=[CH:4][CH:3]=1.[N-:21]=[N+]=[N-].[Na+].C1(C)C=CC=CC=1.C[C:33](C)=[O:34]. Product: [O:1]([CH2:8][CH2:9][CH2:10][CH2:11][CH2:12][CH2:13][CH2:14][CH2:15][CH2:16][CH2:17][N:21]=[C:33]=[O:34])[C:2]1[CH:3]=[CH:4][CH:5]=[CH:6][CH:7]=1. The catalyst class is: 6. (5) Reactant: [Cl:1][C:2]1[C:23]([C:24]([F:27])([F:26])[F:25])=[CH:22][CH:21]=[CH:20][C:3]=1[CH2:4][NH:5][CH2:6][CH:7]([C:14]1[CH:19]=[CH:18][CH:17]=[CH:16][CH:15]=1)[C:8]1[CH:13]=[CH:12][CH:11]=[CH:10][CH:9]=1.[Br:28][CH2:29][CH2:30][CH2:31]Br.C(=O)([O-])[O-].[K+].[K+]. Product: [Br:28][CH2:29][CH2:30][CH2:31][N:5]([CH2:4][C:3]1[CH:20]=[CH:21][CH:22]=[C:23]([C:24]([F:25])([F:26])[F:27])[C:2]=1[Cl:1])[CH2:6][CH:7]([C:14]1[CH:19]=[CH:18][CH:17]=[CH:16][CH:15]=1)[C:8]1[CH:13]=[CH:12][CH:11]=[CH:10][CH:9]=1. The catalyst class is: 10. (6) Reactant: [C:12]([O:11][CH2:10][CH2:9][S:8][S:8][CH2:9][CH2:10][O:11][C:12](=[O:14])[NH2:13])(=[O:14])[NH2:13].C(P(CCCC)CCCC)CCC.[Cl:28][C:29]1[C:30]([C:42]2[CH:47]=[C:46](S(C)=O)[N:45]=[C:44]([NH2:51])[N:43]=2)=[C:31]2[CH:40]=[CH:39][CH:38]=[C:37]3[C:32]2=[C:33]([CH:41]=1)[CH2:34][O:35][CH2:36]3.C(N(CC)C(C)C)(C)C.Cl. Product: [NH2:51][C:44]1[N:45]=[C:46]([S:8][CH2:9][CH2:10][O:11][C:12](=[O:14])[NH2:13])[CH:47]=[C:42]([C:30]2[C:29]([Cl:28])=[CH:41][C:33]3[CH2:34][O:35][CH2:36][C:37]4[C:32]=3[C:31]=2[CH:40]=[CH:39][CH:38]=4)[N:43]=1. The catalyst class is: 35. (7) The catalyst class is: 2. Reactant: [C:1]1([CH:8]=[CH:7][CH:6]=[C:4]([OH:5])[CH:3]=1)[OH:2].[Cl:9][CH2:10][CH2:11][C:12](O)=[O:13].FC(F)(F)S(O)(=O)=O. Product: [Cl:9][CH2:10][CH2:11][C:12]([C:6]1[CH:7]=[CH:8][C:1]([OH:2])=[CH:3][C:4]=1[OH:5])=[O:13].